Dataset: TCR-epitope binding with 47,182 pairs between 192 epitopes and 23,139 TCRs. Task: Binary Classification. Given a T-cell receptor sequence (or CDR3 region) and an epitope sequence, predict whether binding occurs between them. The epitope is TPGPGVRYPL. The TCR CDR3 sequence is CASSLEDASGETQYF. Result: 0 (the TCR does not bind to the epitope).